This data is from Reaction yield outcomes from USPTO patents with 853,638 reactions. The task is: Predict the reaction yield, written as a fraction of the theoretical maximum amount of product (1.0 means a 100% yield; for example, 0.34 means a 34% yield). (1) The reactants are Cl[C:2]1[CH:7]=[C:6]([C:8]2[CH:9]=[N:10][C:11]([C:14]([F:17])([F:16])[F:15])=[CH:12][CH:13]=2)[N:5]=[CH:4][C:3]=1[C:18]([O:20][CH3:21])=[O:19].[CH3:22][N:23](C)C=O. The catalyst is [C-]#N.[C-]#N.[Zn+2].C1C=CC(P(C2C=CC=CC=2)[C-]2C=CC=C2)=CC=1.C1C=CC(P(C2C=CC=CC=2)[C-]2C=CC=C2)=CC=1.[Fe+2]. The product is [C:22]([C:2]1[CH:7]=[C:6]([C:8]2[CH:9]=[N:10][C:11]([C:14]([F:17])([F:16])[F:15])=[CH:12][CH:13]=2)[N:5]=[CH:4][C:3]=1[C:18]([O:20][CH3:21])=[O:19])#[N:23]. The yield is 0.880. (2) The reactants are Br[C:2]1[CH:10]=[CH:9][CH:8]=[C:7]([CH3:11])[C:3]=1[C:4](O)=[O:5].[CH2:12]([O:14][C:15](=[O:26])[CH:16]=[C:17]([NH:19][C:20]1[CH:25]=[CH:24][CH:23]=[CH:22][CH:21]=1)[CH3:18])[CH3:13].[H-].[Na+]. The catalyst is C(#N)C. The product is [CH2:12]([O:14][C:15]([C:16]1[C:2]2[C:3](=[C:7]([CH3:11])[CH:8]=[CH:9][CH:10]=2)[C:4](=[O:5])[N:19]([C:20]2[CH:21]=[CH:22][CH:23]=[CH:24][CH:25]=2)[C:17]=1[CH3:18])=[O:26])[CH3:13]. The yield is 0.220. (3) The reactants are [CH3:1][CH:2]([CH3:28])[CH2:3][C@@H:4]([NH:20]C(=O)OC(C)(C)C)[C:5]([NH:7][C:8]1[CH:13]=[CH:12][C:11]([C:14]2[O:18][CH:17]=[N:16][CH:15]=2)=[C:10]([CH3:19])[CH:9]=1)=[O:6].C(O)(C(F)(F)F)=O. The catalyst is C(Cl)Cl. The product is [NH2:20][C@H:4]([CH2:3][CH:2]([CH3:28])[CH3:1])[C:5]([NH:7][C:8]1[CH:13]=[CH:12][C:11]([C:14]2[O:18][CH:17]=[N:16][CH:15]=2)=[C:10]([CH3:19])[CH:9]=1)=[O:6]. The yield is 0.950. (4) The yield is 0.940. The catalyst is C1(C)C=CC=CC=1. The product is [C:32]([NH:34][C:35]([NH:20][C:19]1[CH:21]=[CH:22][C:16]([O:15][C:6]2[C:5]3[C:10](=[CH:11][C:12]([O:13][CH3:14])=[C:3]([O:2][CH3:1])[CH:4]=3)[N:9]=[CH:8][CH:7]=2)=[CH:17][CH:18]=1)=[S:36])(=[O:33])[C:26]1[CH:31]=[CH:30][CH:29]=[CH:28][CH:27]=1. The reactants are [CH3:1][O:2][C:3]1[CH:4]=[C:5]2[C:10](=[CH:11][C:12]=1[O:13][CH3:14])[N:9]=[CH:8][CH:7]=[C:6]2[O:15][C:16]1[CH:22]=[CH:21][C:19]([NH2:20])=[CH:18][CH:17]=1.C(O)C.[C:26]1([C:32]([N:34]=[C:35]=[S:36])=[O:33])[CH:31]=[CH:30][CH:29]=[CH:28][CH:27]=1. (5) The yield is 1.00. The product is [CH3:1][O:2][CH2:3][CH2:4][N:5]([CH3:6])[CH2:8][CH2:9][CH2:10][N:11]1[C:15](=[O:16])[C:14]2[C:13](=[CH:20][CH:19]=[CH:18][CH:17]=2)[C:12]1=[O:21]. The catalyst is CN(C=O)C. The reactants are [CH3:1][O:2][CH2:3][CH2:4][NH:5][CH3:6].Br[CH2:8][CH2:9][CH2:10][N:11]1[C:15](=[O:16])[C:14]2=[CH:17][CH:18]=[CH:19][CH:20]=[C:13]2[C:12]1=[O:21].C([O-])([O-])=O.[K+].[K+]. (6) The reactants are [N-:1]=[N+:2]=[N-:3].[Na+].O1CCOCC1.O.[C:12](/[C:14](/[C:19]1[CH:23]=[CH:22][S:21][CH:20]=1)=[CH:15]\[C:16](Cl)=[O:17])#[N:13].O. The catalyst is O1CCOCC1. The product is [C:12](/[C:14](/[C:19]1[CH:23]=[CH:22][S:21][CH:20]=1)=[CH:15]\[C:16]([N:1]=[N+:2]=[N-:3])=[O:17])#[N:13]. The yield is 0.820. (7) The reactants are [F-].C([N+](CCCC)(CCCC)CCCC)CCC.[N:19]1[CH:24]=[C:23]([C:25]2[CH:32]=[CH:31][CH:30]=[CH:29][C:26]=2[CH:27]=[O:28])[CH:22]=[N:21][CH:20]=1.[F:33][C:34]([Si](C)(C)C)([F:36])[F:35].Cl. The catalyst is C1COCC1. The product is [F:33][C:34]([F:36])([F:35])[CH:27]([C:26]1[CH:29]=[CH:30][CH:31]=[CH:32][C:25]=1[C:23]1[CH:24]=[N:19][CH:20]=[N:21][CH:22]=1)[OH:28]. The yield is 0.840. (8) No catalyst specified. The yield is 0.934. The product is [F:34][C:35]1[CH:36]=[C:37]([C:42]2[CH:43]=[C:44]([CH2:53][N:11]3[CH2:12][CH2:13][N:8]([CH3:6])[CH2:9][CH2:10]3)[C:45](=[O:52])[N:46]([CH2:48][CH:49]([CH3:51])[CH3:50])[N:47]=2)[CH:38]=[CH:39][C:40]=1[CH3:41]. The reactants are C(O[C:6]([N:8]1[CH2:13][CH2:12][N:11](C2C(=O)N(CC(C)C)N=C(C3C=CC(C)=C(F)C=3)C=2C)[CH2:10][CH2:9]1)=O)(C)(C)C.[F:34][C:35]1[CH:36]=[C:37]([C:42]2[CH:43]=[C:44]([CH2:53]OS(C)(=O)=O)[C:45](=[O:52])[N:46]([CH2:48][CH:49]([CH3:51])[CH3:50])[N:47]=2)[CH:38]=[CH:39][C:40]=1[CH3:41].CN1CCNCC1.